This data is from Full USPTO retrosynthesis dataset with 1.9M reactions from patents (1976-2016). The task is: Predict the reactants needed to synthesize the given product. Given the product [CH3:16][N:13]([CH3:12])[C:2]1[C:7]([OH:8])=[CH:6][CH:5]=[C:4]([CH3:9])[N:3]=1, predict the reactants needed to synthesize it. The reactants are: N[C:2]1[C:7]([OH:8])=[CH:6][CH:5]=[C:4]([CH3:9])[N:3]=1.C=O.[C:12]([BH3-])#[N:13].[Na+].[C:16](O)(=O)C.